From a dataset of Forward reaction prediction with 1.9M reactions from USPTO patents (1976-2016). Predict the product of the given reaction. Given the reactants [CH3:1][O:2][C:3]1[CH:4]=[C:5]2[C:9](=[CH:10][C:11]=1[O:12][CH3:13])[C:8](=[O:14])[CH:7]([CH2:15]/[CH:16]=[CH:17]/[CH:18]=O)[CH2:6]2.[CH3:20][NH:21][S:22]([CH2:25][C:26](=O)[CH3:27])(=[O:24])=[O:23].[CH2:29]([NH2:36])[C:30]1[CH:35]=[CH:34][CH:33]=[CH:32][CH:31]=1, predict the reaction product. The product is: [CH2:29]([N:36]1[CH:18]=[CH:17][CH:16]([CH2:15][CH:7]2[CH2:6][C:5]3[C:9](=[CH:10][C:11]([O:12][CH3:13])=[C:3]([O:2][CH3:1])[CH:4]=3)[C:8]2=[O:14])[C:25]([S:22]([NH:21][CH3:20])(=[O:24])=[O:23])=[C:26]1[CH3:27])[C:30]1[CH:35]=[CH:34][CH:33]=[CH:32][CH:31]=1.